This data is from Forward reaction prediction with 1.9M reactions from USPTO patents (1976-2016). The task is: Predict the product of the given reaction. (1) Given the reactants [N:1]1([NH:7][C:8]([C:10]2[N:11]=[C:12]([C:23]3[CH:28]=[CH:27][C:26]([Cl:29])=[CH:25][C:24]=3[Cl:30])[N:13]([C:16]3[CH:21]=[CH:20][C:19]([OH:22])=[CH:18][CH:17]=3)[C:14]=2[CH3:15])=[O:9])[CH2:6][CH2:5][CH2:4][CH2:3][CH2:2]1.C(N(CC)CC)C.[CH2:38]([S:40](Cl)(=[O:42])=[O:41])[CH3:39].O, predict the reaction product. The product is: [Cl:30][C:24]1[CH:25]=[C:26]([Cl:29])[CH:27]=[CH:28][C:23]=1[C:12]1[N:13]([C:16]2[CH:17]=[CH:18][C:19]([O:22][S:40]([CH2:38][CH3:39])(=[O:42])=[O:41])=[CH:20][CH:21]=2)[C:14]([CH3:15])=[C:10]([C:8](=[O:9])[NH:7][N:1]2[CH2:6][CH2:5][CH2:4][CH2:3][CH2:2]2)[N:11]=1. (2) Given the reactants [NH2:1][C:2]1[CH:7]=[CH:6][CH:5]=[C:4]([C:8]([CH:10]2[CH2:15][CH2:14][N:13]([CH3:16])[CH2:12][CH2:11]2)=[O:9])[N:3]=1.[Br:17][C:18]1[CH:22]=[CH:21][S:20][C:19]=1[C:23]([Cl:25])=[O:24], predict the reaction product. The product is: [ClH:25].[Br:17][C:18]1[CH:22]=[CH:21][S:20][C:19]=1[C:23]([NH:1][C:2]1[CH:7]=[CH:6][CH:5]=[C:4]([C:8]([CH:10]2[CH2:15][CH2:14][N:13]([CH3:16])[CH2:12][CH2:11]2)=[O:9])[N:3]=1)=[O:24]. (3) Given the reactants [Cl:1][C:2]1[CH:3]=[C:4]([S:9][C:10]2[N:11]([CH:19]([CH3:21])[CH3:20])[C:12](=[O:18])[N:13]([CH3:17])[C:14]=2[CH2:15]O)[CH:5]=[C:6]([Cl:8])[CH:7]=1.[C:22]1([OH:28])[CH:27]=[CH:26][CH:25]=[CH:24][CH:23]=1.C1(P(C2C=CC=CC=2)C2C=CC=CC=2)C=CC=CC=1.CC(OC(/N=N/C(OC(C)C)=O)=O)C, predict the reaction product. The product is: [Cl:1][C:2]1[CH:3]=[C:4]([S:9][C:10]2[N:11]([CH:19]([CH3:21])[CH3:20])[C:12](=[O:18])[N:13]([CH3:17])[C:14]=2[CH2:15][C:23]2[CH:24]=[CH:25][CH:26]=[CH:27][C:22]=2[OH:28])[CH:5]=[C:6]([Cl:8])[CH:7]=1. (4) Given the reactants C(N(S(F)(F)[F:7])CC)C.[CH2:10]([N:12]1[C:16]([O:17][C:18]2[CH:23]=[CH:22][C:21]([CH2:24]O)=[CH:20][CH:19]=2)=[CH:15][C:14]([C:26]2[CH:27]=[C:28]([C:32]([NH:35][S:36]([CH2:39][C:40]([F:43])([F:42])[F:41])(=[O:38])=[O:37])([CH3:34])[CH3:33])[CH:29]=[CH:30][CH:31]=2)=[N:13]1)[CH3:11].C(=O)([O-])O.[Na+], predict the reaction product. The product is: [CH2:10]([N:12]1[C:16]([O:17][C:18]2[CH:19]=[CH:20][C:21]([CH2:24][F:7])=[CH:22][CH:23]=2)=[CH:15][C:14]([C:26]2[CH:27]=[C:28]([C:32]([NH:35][S:36]([CH2:39][C:40]([F:41])([F:43])[F:42])(=[O:38])=[O:37])([CH3:34])[CH3:33])[CH:29]=[CH:30][CH:31]=2)=[N:13]1)[CH3:11]. (5) Given the reactants Br[C:2]1[CH:3]=[C:4]([CH:7]=[C:8](Br)[CH:9]=1)[CH:5]=O.[C:11]([C:15]1[CH:16]=[C:17]([CH:44]=[C:45]([C:47]([CH3:50])([CH3:49])[CH3:48])[CH:46]=1)[CH:18]=[CH:19][C:20]1[CH:21]=[C:22]([CH:25]=[C:26]([CH:28]=[CH:29][C:30]2[CH:35]=[C:34]([C:36]([CH3:39])([CH3:38])[CH3:37])[CH:33]=[C:32]([C:40]([CH3:43])([CH3:42])[CH3:41])[CH:31]=2)[CH:27]=1)[CH:23]=[CH2:24])([CH3:14])([CH3:13])[CH3:12].[C:51](=[O:54])([O-])[O-].[Na+].[Na+].[C:57]([C:61]1(C)[C:66](O)=[C:65](C(C)(C)C)[CH:64]=[CH:63][CH2:62]1)([CH3:60])([CH3:59])[CH3:58], predict the reaction product. The product is: [C:36]([C:34]1[CH:35]=[C:30]([CH:31]=[C:32]([C:40]([CH3:43])([CH3:42])[CH3:41])[CH:33]=1)[CH:29]=[CH:28][C:26]1[CH:25]=[C:22]([CH:21]=[C:20]([CH:19]=[CH:18][C:17]2[CH:44]=[C:45]([C:47]([CH3:50])([CH3:49])[CH3:48])[CH:46]=[C:15]([C:11]([CH3:14])([CH3:12])[CH3:13])[CH:16]=2)[CH:27]=1)[CH:23]=[CH:24][C:2]1[CH:9]=[C:8]([CH:7]=[C:4]([CH:5]=[CH:23][C:22]2[CH:25]=[C:26]([CH:28]=[CH:29][C:63]3[CH:62]=[C:61]([C:57]([CH3:60])([CH3:58])[CH3:59])[CH:66]=[C:65]([C:32]([CH3:40])([CH3:33])[CH3:31])[CH:64]=3)[CH:27]=[C:20]([CH:19]=[CH:18][C:17]3[CH:16]=[C:15]([C:11]([CH3:14])([CH3:13])[CH3:12])[CH:46]=[C:45]([C:47]([CH3:50])([CH3:49])[CH3:48])[CH:44]=3)[CH:21]=2)[CH:3]=1)[CH:51]=[O:54])([CH3:37])([CH3:39])[CH3:38]. (6) Given the reactants [Br:1][C:2]1[C:3]([CH3:11])=[CH:4][C:5]([CH:8]=[N:9][OH:10])=[N:6][CH:7]=1.ClN1C(=O)CCC1=O.[Cl:20][C:21]1[CH:26]=[C:25]([C:27]([C:29]([F:32])([F:31])[F:30])=[CH2:28])[CH:24]=[C:23]([Cl:33])[CH:22]=1.C(N(CC)CC)C, predict the reaction product. The product is: [Br:1][C:2]1[C:3]([CH3:11])=[CH:4][C:5]([C:8]2[CH2:28][C:27]([C:25]3[CH:24]=[C:23]([Cl:33])[CH:22]=[C:21]([Cl:20])[CH:26]=3)([C:29]([F:30])([F:32])[F:31])[O:10][N:9]=2)=[N:6][CH:7]=1. (7) Given the reactants [NH2:1][CH2:2][C:3]([N:5]1[CH2:9][CH2:8][CH:7]([N:10]2[CH2:15][CH2:14][CH:13]([C:16]3[CH:21]=[CH:20][CH:19]=[CH:18][CH:17]=3)[CH2:12][CH2:11]2)[CH2:6]1)=[O:4].C(N(CC)CC)C.[F:29][C:30]1[CH:31]=[C:32]([CH:36]=[C:37]([F:39])[CH:38]=1)[C:33](Cl)=[O:34], predict the reaction product. The product is: [F:29][C:30]1[CH:31]=[C:32]([CH:36]=[C:37]([F:39])[CH:38]=1)[C:33]([NH:1][CH2:2][C:3](=[O:4])[N:5]1[CH2:9][CH2:8][CH:7]([N:10]2[CH2:11][CH2:12][CH:13]([C:16]3[CH:17]=[CH:18][CH:19]=[CH:20][CH:21]=3)[CH2:14][CH2:15]2)[CH2:6]1)=[O:34].